From a dataset of Peptide-MHC class II binding affinity with 134,281 pairs from IEDB. Regression. Given a peptide amino acid sequence and an MHC pseudo amino acid sequence, predict their binding affinity value. This is MHC class II binding data. The binding affinity (normalized) is 0.365. The MHC is HLA-DQA10102-DQB10602 with pseudo-sequence HLA-DQA10102-DQB10602. The peptide sequence is KEPIVGAETFYVDGA.